Task: Predict the product of the given reaction.. Dataset: Forward reaction prediction with 1.9M reactions from USPTO patents (1976-2016) (1) Given the reactants [O:1]=[C:2]1[N:7]([CH2:8][C:9]2[CH:14]=[CH:13][C:12]([C:15]3[C:16]([C:21]#[N:22])=[CH:17][CH:18]=[CH:19][CH:20]=3)=[CH:11][CH:10]=2)[C:6]2[S:23][CH:24]=[CH:25][C:5]=2[C:4](=[O:26])[N:3]1[CH2:27][CH2:28][C:29]1[CH:34]=[CH:33][CH:32]=[CH:31][CH:30]=1.P(Cl)(Cl)(Cl)=O.CN(C)[CH:42]=[O:43], predict the reaction product. The product is: [CH:42]([C:24]1[S:23][C:6]2[N:7]([CH2:8][C:9]3[CH:14]=[CH:13][C:12]([C:15]4[C:16]([C:21]#[N:22])=[CH:17][CH:18]=[CH:19][CH:20]=4)=[CH:11][CH:10]=3)[C:2](=[O:1])[N:3]([CH2:27][CH2:28][C:29]3[CH:34]=[CH:33][CH:32]=[CH:31][CH:30]=3)[C:4](=[O:26])[C:5]=2[CH:25]=1)=[O:43]. (2) Given the reactants FC1C=[CH:6][C:5]([C:8]2[C:9]([NH2:37])=[N:10][CH:11]=[N:12][C:13]=2[N:14]2[CH2:19][CH2:18][CH:17]([C:20]3[N:21]([CH3:36])[CH:22]=[C:23]([C:25]4[CH:30]=[CH:29][C:28]([F:31])=[C:27]([C:32]([F:35])([F:34])[F:33])[CH:26]=4)[N:24]=3)[CH2:16][CH2:15]2)=CC=1.[CH3:38][C:39]1[S:40]C(B2OC(C)(C)C(C)(C)O2)=C[N:43]=1, predict the reaction product. The product is: [F:31][C:28]1[CH:29]=[CH:30][C:25]([C:23]2[N:24]=[C:20]([CH:17]3[CH2:16][CH2:15][N:14]([C:13]4[N:12]=[CH:11][N:10]=[C:9]([NH2:37])[C:8]=4[C:5]4[S:40][C:39]([CH3:38])=[N:43][CH:6]=4)[CH2:19][CH2:18]3)[N:21]([CH3:36])[CH:22]=2)=[CH:26][C:27]=1[C:32]([F:33])([F:34])[F:35].